Dataset: Reaction yield outcomes from USPTO patents with 853,638 reactions. Task: Predict the reaction yield, written as a fraction of the theoretical maximum amount of product (1.0 means a 100% yield; for example, 0.34 means a 34% yield). (1) The reactants are Br[C:2]1[CH:3]=[C:4]([CH:7]=[CH:8][CH:9]=1)[CH2:5][OH:6].[CH2:10]([C:14]1[S:18][C:17]([S:19]([NH:22][C:23]([CH3:26])([CH3:25])[CH3:24])(=[O:21])=[O:20])=[C:16](B(O)O)[CH:15]=1)[CH:11]([CH3:13])[CH3:12].[OH-].[Na+].CCO. The catalyst is C1C=CC([P]([Pd]([P](C2C=CC=CC=2)(C2C=CC=CC=2)C2C=CC=CC=2)([P](C2C=CC=CC=2)(C2C=CC=CC=2)C2C=CC=CC=2)[P](C2C=CC=CC=2)(C2C=CC=CC=2)C2C=CC=CC=2)(C2C=CC=CC=2)C2C=CC=CC=2)=CC=1.O.C1(C)C=CC=CC=1. The product is [OH:6][CH2:5][C:4]1[CH:3]=[C:2]([C:16]2[CH:15]=[C:14]([CH2:10][CH:11]([CH3:12])[CH3:13])[S:18][C:17]=2[S:19]([NH:22][C:23]([CH3:25])([CH3:24])[CH3:26])(=[O:21])=[O:20])[CH:9]=[CH:8][CH:7]=1. The yield is 0.570. (2) The reactants are [C:1]1(=[O:7])[CH2:6][CH2:5][CH2:4][CH:3]=[CH:2]1.[CH2:8]([SH:24])[CH2:9][CH2:10][CH2:11][CH2:12][CH2:13][CH2:14][CH2:15][CH2:16][CH2:17][CH2:18][CH2:19][CH2:20][CH2:21][CH2:22][CH3:23]. The catalyst is [OH-].[Na+].C1COCC1. The product is [CH2:8]([S:24][CH:3]1[CH2:4][CH2:5][CH2:6][C:1](=[O:7])[CH2:2]1)[CH2:9][CH2:10][CH2:11][CH2:12][CH2:13][CH2:14][CH2:15][CH2:16][CH2:17][CH2:18][CH2:19][CH2:20][CH2:21][CH2:22][CH3:23]. The yield is 0.700. (3) The product is [Br:45][C:41]1[CH:40]=[CH:39][C:38]([NH:37][C:29]([NH:20][C:19]2[CH:21]=[C:22]([CH3:23])[C:16]([O:15][C:6]3[C:5]4[C:10](=[CH:11][C:12]([O:13][CH3:14])=[C:3]([O:2][CH3:1])[CH:4]=4)[N:9]=[CH:8][CH:7]=3)=[CH:17][C:18]=2[CH3:24])=[O:35])=[N:43][C:42]=1[CH3:44]. The catalyst is C(Cl)(Cl)Cl.C(N(CC)CC)C.ClCCl. The yield is 0.480. The reactants are [CH3:1][O:2][C:3]1[CH:4]=[C:5]2[C:10](=[CH:11][C:12]=1[O:13][CH3:14])[N:9]=[CH:8][CH:7]=[C:6]2[O:15][C:16]1[C:22]([CH3:23])=[CH:21][C:19]([NH2:20])=[C:18]([CH3:24])[CH:17]=1.ClC(Cl)(O[C:29](=[O:35])OC(Cl)(Cl)Cl)Cl.[NH2:37][C:38]1[N:43]=[C:42]([CH3:44])[C:41]([Br:45])=[CH:40][CH:39]=1.C(=O)([O-])O.[Na+].